This data is from Catalyst prediction with 721,799 reactions and 888 catalyst types from USPTO. The task is: Predict which catalyst facilitates the given reaction. Reactant: C1C=C(Cl)C=C(C(OO)=O)C=1.[N:12]1([C:18](=[O:38])[CH2:19][CH2:20][CH2:21][N:22]2[C:34]3[C:33]4[N:32]=[CH:31][CH:30]=[CH:29][C:28]=4[N:27]=[CH:26][C:25]=3[N:24]=[C:23]2[CH2:35][CH2:36][CH3:37])[CH2:17][CH2:16][O:15][CH2:14][CH2:13]1.[OH-].[NH4+:40].C1(C)C=CC(S(Cl)(=O)=O)=CC=1. Product: [N:12]1([C:18](=[O:38])[CH2:19][CH2:20][CH2:21][N:22]2[C:34]3[C:33]4[N:32]=[CH:31][CH:30]=[CH:29][C:28]=4[N:27]=[C:26]([NH2:40])[C:25]=3[N:24]=[C:23]2[CH2:35][CH2:36][CH3:37])[CH2:13][CH2:14][O:15][CH2:16][CH2:17]1. The catalyst class is: 22.